Dataset: Full USPTO retrosynthesis dataset with 1.9M reactions from patents (1976-2016). Task: Predict the reactants needed to synthesize the given product. (1) Given the product [OH:1][CH2:2][CH2:3][CH:4]([C:6]1[CH:7]=[CH:8][C:9]([C:10]([OH:12])=[O:11])=[CH:14][CH:15]=1)[CH3:5], predict the reactants needed to synthesize it. The reactants are: [OH:1][CH2:2][CH2:3][CH:4]([C:6]1[CH:15]=[CH:14][C:9]([C:10]([O:12]C)=[O:11])=[CH:8][CH:7]=1)[CH3:5].O.[OH-].[Li+].Cl. (2) The reactants are: [NH2:1][CH2:2][CH2:3][CH2:4][CH2:5][N:6]1[C:18]2[C:17]3[CH:16]=[CH:15][CH:14]=[CH:13][C:12]=3[N:11]=[C:10]([NH2:19])[C:9]=2[N:8]=[C:7]1[CH2:20][CH2:21][O:22][CH3:23].[N:24]1[C:33]2[C:28](=[CH:29][CH:30]=[CH:31][CH:32]=2)[N:27]=[CH:26][C:25]=1[C:34](O)=[O:35]. Given the product [NH2:19][C:10]1[C:9]2[N:8]=[C:7]([CH2:20][CH2:21][O:22][CH3:23])[N:6]([CH2:5][CH2:4][CH2:3][CH2:2][NH:1][C:34]([C:25]3[CH:26]=[N:27][C:28]4[C:33](=[CH:32][CH:31]=[CH:30][CH:29]=4)[N:24]=3)=[O:35])[C:18]=2[C:17]2[CH:16]=[CH:15][CH:14]=[CH:13][C:12]=2[N:11]=1, predict the reactants needed to synthesize it. (3) Given the product [CH2:1]([O:5][C:6]1[N:14]=[C:13]2[C:9]([NH:10][C:11](=[O:38])[N:12]2[CH2:15][C:16]2[CH:17]=[CH:18][C:19]([O:22][CH2:23][CH2:24][CH2:25][CH2:26][N:27]3[CH2:28][CH2:29][CH:30]([C:33]([O:35][CH3:36])=[O:34])[CH2:31][CH2:32]3)=[CH:20][CH:21]=2)=[C:8]([NH2:40])[N:7]=1)[CH2:2][CH2:3][CH3:4], predict the reactants needed to synthesize it. The reactants are: [CH2:1]([O:5][C:6]1[N:14]=[C:13]2[C:9]([N:10]=[C:11]([O:38]C)[N:12]2[CH2:15][C:16]2[CH:21]=[CH:20][C:19]([O:22][CH2:23][CH2:24][CH2:25][CH2:26][N:27]3[CH2:32][CH2:31][CH:30]([C:33]([O:35][CH2:36]C)=[O:34])[CH2:29][CH2:28]3)=[CH:18][CH:17]=2)=[C:8]([NH2:40])[N:7]=1)[CH2:2][CH2:3][CH3:4]. (4) Given the product [ClH:16].[NH2:11][C:9]1[CH:10]=[C:2]([F:1])[C:3]([O:14][CH3:15])=[C:4]([CH:8]=1)[C:5]([NH2:7])=[O:6].[ClH:16], predict the reactants needed to synthesize it. The reactants are: [F:1][C:2]1[C:3]([O:14][CH3:15])=[C:4]([CH:8]=[C:9]([N+:11]([O-])=O)[CH:10]=1)[C:5]([NH2:7])=[O:6].[ClH:16]. (5) Given the product [F:20][C:8]1([F:7])[CH2:9][CH2:10][CH:11]([CH:14]2[CH2:15][CH2:16][NH:17][CH2:18]2)[CH2:12][CH2:13]1, predict the reactants needed to synthesize it. The reactants are: [H-].[Al+3].[Li+].[H-].[H-].[H-].[F:7][C:8]1([F:20])[CH2:13][CH2:12][CH:11]([CH:14]2[CH2:18][NH:17][C:16](=O)[CH2:15]2)[CH2:10][CH2:9]1. (6) Given the product [Br:1][C:2]1[C:11](=[O:12])[C:10]2[C:5](=[CH:6][CH:7]=[CH:8][CH:9]=2)[C:4](=[O:14])[C:3]=1[CH2:16][CH:17]([CH3:23])[C:18]([O:20][CH2:21][CH3:22])=[O:19], predict the reactants needed to synthesize it. The reactants are: [Br:1][C:2]1[C:3]([CH2:16][CH:17]([CH3:23])[C:18]([O:20][CH2:21][CH3:22])=[O:19])=[C:4]([O:14]C)[C:5]2[C:10]([C:11]=1[O:12]C)=[CH:9][CH:8]=[CH:7][CH:6]=2.BrC1C(=O)C2C(=CC=CC=2)C(=O)C=1C(C)C(OCC)=O.C(Cl)Cl. (7) The reactants are: [F:1][C:2]1[CH:7]=[CH:6][C:5]([CH2:8][C:9]([OH:11])=[O:10])=[CH:4][C:3]=1[OH:12].[CH2:13]([S:15]([C:18]1[CH:23]=[CH:22][C:21](F)=[C:20]([Cl:25])[CH:19]=1)(=[O:17])=[O:16])[CH3:14]. Given the product [Cl:25][C:20]1[CH:19]=[C:18]([S:15]([CH2:13][CH3:14])(=[O:17])=[O:16])[CH:23]=[CH:22][C:21]=1[O:12][C:3]1[CH:4]=[C:5]([CH2:8][C:9]([OH:11])=[O:10])[CH:6]=[CH:7][C:2]=1[F:1], predict the reactants needed to synthesize it. (8) Given the product [CH2:1]([O:8][C:9]([N:11]1[CH2:16][C@H:15]([O:17][CH2:18][C:19]2[CH:20]=[CH:21][C:22]3[O:27][CH2:26][CH2:25][N:24]([CH2:28][CH2:29][CH2:30][O:31][CH3:32])[C:23]=3[CH:33]=2)[C@@H:14]([C:34]2[CH:39]=[CH:38][C:37]([O:40][CH3:41])=[CH:36][CH:35]=2)[CH2:13][C@H:12]1[CH2:42][CH2:43][NH:44][C:45](=[O:52])[C:46]1[CH:51]=[CH:50][CH:49]=[CH:48][CH:47]=1)=[O:10])[C:2]1[CH:7]=[CH:6][CH:5]=[CH:4][CH:3]=1, predict the reactants needed to synthesize it. The reactants are: [CH2:1]([O:8][C:9]([N:11]1[CH2:16][C@H:15]([O:17][CH2:18][C:19]2[CH:20]=[CH:21][C:22]3[O:27][CH2:26][CH2:25][N:24]([CH2:28][CH2:29][CH2:30][O:31][CH3:32])[C:23]=3[CH:33]=2)[C@@H:14]([C:34]2[CH:39]=[CH:38][C:37]([O:40][CH3:41])=[CH:36][CH:35]=2)[CH2:13][C@H:12]1[CH2:42][CH2:43][NH2:44])=[O:10])[C:2]1[CH:7]=[CH:6][CH:5]=[CH:4][CH:3]=1.[C:45](O)(=[O:52])[C:46]1[CH:51]=[CH:50][CH:49]=[CH:48][CH:47]=1.